This data is from Reaction yield outcomes from USPTO patents with 853,638 reactions. The task is: Predict the reaction yield, written as a fraction of the theoretical maximum amount of product (1.0 means a 100% yield; for example, 0.34 means a 34% yield). (1) The reactants are [CH3:1][C:2]1[C:11]2[C:6](=[CH:7][CH:8]=[CH:9][CH:10]=2)[C:5]([C:12]#[N:13])=[CH:4][CH:3]=1.C1C(=O)N([Br:21])C(=O)C1.CC(N=NC(C#N)(C)C)(C#N)C. The catalyst is C(Cl)(Cl)(Cl)Cl.O. The product is [Br:21][CH2:1][C:2]1[C:11]2[C:6](=[CH:7][CH:8]=[CH:9][CH:10]=2)[C:5]([C:12]#[N:13])=[CH:4][CH:3]=1. The yield is 0.520. (2) The reactants are [F:1][C:2]1[CH:7]=[CH:6][C:5]([CH:8]2[CH:17]([C:18]3[N:22]([CH3:23])[CH:21]=[N:20][N:19]=3)[C:16](=O)[C:15]3[C:14]([C:25]([O:27]CC)=O)=[CH:13][CH:12]=[CH:11][C:10]=3[NH:9]2)=[CH:4][CH:3]=1.O.[NH2:31][NH2:32]. The catalyst is CO. The product is [F:1][C:2]1[CH:3]=[CH:4][C:5]([CH:8]2[NH:9][C:10]3[C:15]4[C:16](=[N:31][NH:32][C:25](=[O:27])[C:14]=4[CH:13]=[CH:12][CH:11]=3)[CH:17]2[C:18]2[N:22]([CH3:23])[CH:21]=[N:20][N:19]=2)=[CH:6][CH:7]=1. The yield is 0.180. (3) The reactants are Br[C:2]1[CH:11]=[CH:10][C:9]2[C:4](=[CH:5][C:6]([F:13])=[CH:7][C:8]=2[F:12])[C:3]=1[CH:14]=[O:15].[CH3:16][Sn](C)(C)C. The catalyst is C1C=CC([P]([Pd]([P](C2C=CC=CC=2)(C2C=CC=CC=2)C2C=CC=CC=2)([P](C2C=CC=CC=2)(C2C=CC=CC=2)C2C=CC=CC=2)[P](C2C=CC=CC=2)(C2C=CC=CC=2)C2C=CC=CC=2)(C2C=CC=CC=2)C2C=CC=CC=2)=CC=1.C1(C)C=CC=CC=1. The product is [F:12][C:8]1[CH:7]=[C:6]([F:13])[CH:5]=[C:4]2[C:9]=1[CH:10]=[CH:11][C:2]([CH3:16])=[C:3]2[CH:14]=[O:15]. The yield is 0.900. (4) The reactants are [CH3:1][N:2]([CH2:24][C:25]([O:27]C(C)(C)C)=[O:26])[C:3](=[O:23])[CH2:4][CH2:5][C:6]1[CH:11]=[CH:10][CH:9]=[C:8]([C:12]2[S:13][C:14]3[CH:22]=[CH:21][CH:20]=[CH:19][C:15]=3[C:16](=[O:18])[N:17]=2)[N:7]=1.C(OC(C)C)(C)C. The catalyst is FC(F)(F)C(O)=O. The product is [CH3:1][N:2]([CH2:24][C:25]([OH:27])=[O:26])[C:3](=[O:23])[CH2:4][CH2:5][C:6]1[CH:11]=[CH:10][CH:9]=[C:8]([C:12]2[S:13][C:14]3[CH:22]=[CH:21][CH:20]=[CH:19][C:15]=3[C:16](=[O:18])[N:17]=2)[N:7]=1. The yield is 0.830. (5) The reactants are Cl[C:2]1[CH:7]=[CH:6][C:5]([O:8][CH3:9])=[CH:4][C:3]=1[N+:10]([O-:12])=[O:11].[C:13]([N:20]1[CH2:25][CH2:24][NH:23][CH2:22][CH2:21]1)([O:15][C:16]([CH3:19])([CH3:18])[CH3:17])=[O:14]. The catalyst is CN1C(=O)CCC1. The product is [CH3:9][O:8][C:5]1[CH:6]=[CH:7][C:2]([N:23]2[CH2:22][CH2:21][N:20]([C:13]([O:15][C:16]([CH3:19])([CH3:18])[CH3:17])=[O:14])[CH2:25][CH2:24]2)=[C:3]([N+:10]([O-:12])=[O:11])[CH:4]=1. The yield is 0.500. (6) The reactants are [Cl:1][C:2]1[CH:7]=[CH:6][C:5]([CH2:8][N:9]2[CH2:14][CH2:13][N:12]([C:15]([O:17][CH:18]([C:23]([F:26])([F:25])[F:24])[C:19]([F:22])([F:21])[F:20])=[O:16])[CH2:11][CH2:10]2)=[C:4]([N:27]2[CH2:34][CH:33]3[CH:29]([CH2:30][NH:31][CH2:32]3)[CH2:28]2)[CH:3]=1.C(O[C:38]1(O[Si](C)(C)C)[CH2:40][CH2:39]1)C.C(O)(=O)C.C([BH3-])#N.[Na+]. The catalyst is C(Cl)Cl.C1COCC1. The product is [Cl:1][C:2]1[CH:7]=[CH:6][C:5]([CH2:8][N:9]2[CH2:14][CH2:13][N:12]([C:15]([O:17][CH:18]([C:19]([F:22])([F:21])[F:20])[C:23]([F:26])([F:25])[F:24])=[O:16])[CH2:11][CH2:10]2)=[C:4]([N:27]2[CH2:34][CH:33]3[CH:29]([CH2:30][N:31]([CH:38]4[CH2:40][CH2:39]4)[CH2:32]3)[CH2:28]2)[CH:3]=1. The yield is 0.540.